From a dataset of Full USPTO retrosynthesis dataset with 1.9M reactions from patents (1976-2016). Predict the reactants needed to synthesize the given product. (1) Given the product [S:1]([O:11][CH2:12][C:13]([OH:15])=[O:14])([C:4]1[CH:5]=[CH:6][C:7]([CH3:8])=[CH:9][CH:10]=1)(=[O:2])=[O:3], predict the reactants needed to synthesize it. The reactants are: [S:1]([O:11][CH2:12][C:13]([O:15]CC)=[O:14])([C:4]1[CH:10]=[CH:9][C:7]([CH3:8])=[CH:6][CH:5]=1)(=[O:3])=[O:2].[OH-].[Na+]. (2) Given the product [CH:42]([NH:45][C:46](=[O:49])[CH2:47][N:33]1[CH2:34][CH2:35][CH:30]([C:28]2[CH:27]=[CH:26][C:23]3[C:24]4[N:18]([CH:17]=[C:16]([C:15]5[N:11]([CH:8]([CH3:10])[CH3:9])[N:12]=[CH:13][N:14]=5)[N:25]=4)[CH2:19][CH2:20][O:21][C:22]=3[CH:29]=2)[CH2:31][CH2:32]1)([CH3:44])[CH3:43], predict the reactants needed to synthesize it. The reactants are: FC(F)(F)C(O)=O.[CH:8]([N:11]1[C:15]([C:16]2[N:25]=[C:24]3[N:18]([CH2:19][CH2:20][O:21][C:22]4[CH:29]=[C:28]([CH:30]5[CH2:35][CH2:34][NH:33][CH2:32][CH2:31]5)[CH:27]=[CH:26][C:23]=43)[CH:17]=2)=[N:14][CH:13]=[N:12]1)([CH3:10])[CH3:9].C(=O)([O-])[O-].[K+].[K+].[CH:42]([NH:45][C:46](=[O:49])[CH2:47]Cl)([CH3:44])[CH3:43]. (3) Given the product [C:12]([O:11][C:9]([NH:1][C:2]1[CH:7]=[CH:6][CH:5]=[CH:4][C:3]=1[OH:8])=[O:10])([CH3:15])([CH3:14])[CH3:13], predict the reactants needed to synthesize it. The reactants are: [NH2:1][C:2]1[CH:7]=[CH:6][CH:5]=[CH:4][C:3]=1[OH:8].[C:9](O[C:9]([O:11][C:12]([CH3:15])([CH3:14])[CH3:13])=[O:10])([O:11][C:12]([CH3:15])([CH3:14])[CH3:13])=[O:10]. (4) Given the product [CH3:27][O:28][C:29]1[C:30](=[O:53])[C:31]([CH3:52])=[C:32]([CH2:38][C:39]2[CH:40]=[CH:41][C:42]([O:48][C:49](=[O:51])[CH3:50])=[C:43]([CH:47]=2)[C:44]([NH:8][C:7]2[CH:9]=[CH:10][C:4]([C:1](=[O:3])[CH3:2])=[CH:5][CH:6]=2)=[O:45])[C:33](=[O:37])[C:34]=1[O:35][CH3:36], predict the reactants needed to synthesize it. The reactants are: [C:1]([C:4]1[CH:10]=[CH:9][C:7]([NH2:8])=[CH:6][CH:5]=1)(=[O:3])[CH3:2].C(N(CC)CC)C.[Cl-].ClC1N(C)CC[NH+]1C.[CH3:27][O:28][C:29]1[C:30](=[O:53])[C:31]([CH3:52])=[C:32]([CH2:38][C:39]2[CH:40]=[CH:41][C:42]([O:48][C:49](=[O:51])[CH3:50])=[C:43]([CH:47]=2)[C:44](O)=[O:45])[C:33](=[O:37])[C:34]=1[O:35][CH3:36]. (5) Given the product [NH2:1][C@H:4]([CH3:16])[CH2:5][CH2:6][CH2:7][CH2:8][C:9]([O:11][C:12]([CH3:15])([CH3:14])[CH3:13])=[O:10], predict the reactants needed to synthesize it. The reactants are: [N:1]([C@H:4]([CH3:16])[CH2:5][CH2:6][CH2:7][CH2:8][C:9]([O:11][C:12]([CH3:15])([CH3:14])[CH3:13])=[O:10])=[N+]=[N-]. (6) Given the product [F:25][C:26]1[CH:27]=[C:28]([C@H:36]2[O:50][C:40](=[O:49])[NH:39][C@H:37]2[CH3:38])[CH:29]=[C:30]([C:32]([F:33])([F:34])[F:35])[CH:31]=1, predict the reactants needed to synthesize it. The reactants are: C(O[AlH-](OC(C)(C)C)OC(C)(C)C)(C)(C)C.[Li+].C(=O)=O.CC(C)=O.[F:25][C:26]1[CH:27]=[C:28]([C:36](=[O:50])[C@@H:37]([NH:39][C:40](=[O:49])OCC2C=CC=CC=2)[CH3:38])[CH:29]=[C:30]([C:32]([F:35])([F:34])[F:33])[CH:31]=1.[OH-].[K+].Cl. (7) Given the product [ClH:25].[NH2:1][C:2]1[N:7]=[CH:6][C:5](/[CH:8]=[CH:9]/[C:10]([N:12]([CH2:14][C:15]2[S:19][C:18]3[C:20]([F:24])=[CH:21][CH:22]=[CH:23][C:17]=3[C:16]=2[Cl:25])[CH3:13])=[O:11])=[CH:4][CH:3]=1, predict the reactants needed to synthesize it. The reactants are: [NH2:1][C:2]1[N:7]=[CH:6][C:5](/[CH:8]=[CH:9]/[C:10]([N:12]([CH2:14][C:15]2[S:19][C:18]3[C:20]([F:24])=[CH:21][CH:22]=[CH:23][C:17]=3[C:16]=2[Cl:25])[CH3:13])=[O:11])=[CH:4][CH:3]=1.Cl. (8) Given the product [Br:1][C:2]1[CH:3]=[C:4]2[C:8](=[CH:9][CH:10]=1)[NH:7][CH2:6][CH:5]2[CH3:11], predict the reactants needed to synthesize it. The reactants are: [Br:1][C:2]1[CH:3]=[C:4]2[C:8](=[CH:9][CH:10]=1)[NH:7][CH:6]=[C:5]2[CH3:11].[BH3-]C#N.[Na+].